Dataset: Catalyst prediction with 721,799 reactions and 888 catalyst types from USPTO. Task: Predict which catalyst facilitates the given reaction. (1) Reactant: Cl.[Br:2][C:3]1[CH:9]=[CH:8][C:6]([NH2:7])=[CH:5][C:4]=1[C:10]([F:13])([F:12])[F:11].Cl[C:15](OC(Cl)(Cl)Cl)=[O:16]. Product: [Br:2][C:3]1[CH:9]=[CH:8][C:6]([N:7]=[C:15]=[O:16])=[CH:5][C:4]=1[C:10]([F:11])([F:12])[F:13]. The catalyst class is: 11. (2) The catalyst class is: 33. Product: [CH3:14][O:12][C:11]([C:7]1[C:6]2[C:10](=[C:2]([Cl:1])[CH:3]=[CH:4][CH:5]=2)[NH:9][CH:8]=1)=[O:13]. Reactant: [Cl:1][C:2]1[CH:3]=[CH:4][CH:5]=[C:6]2[C:10]=1[NH:9][CH:8]=[C:7]2[C:11]([OH:13])=[O:12].[CH3:14]O. (3) Reactant: [NH2:1][C:2]([C:4]1[CH:5]=[CH:6][CH:7]=[C:8]2[C:13]=1[N:12]=[CH:11][N:10]=[C:9]2[NH:14][CH2:15][C:16]1[CH:21]=[CH:20][C:19]([NH:22]C(=O)OC(C)(C)C)=[CH:18][CH:17]=1)=[O:3].Cl.CCOCC. Product: [NH2:22][C:19]1[CH:18]=[CH:17][C:16]([CH2:15][NH:14][C:9]2[C:8]3[C:13](=[C:4]([C:2]([NH2:1])=[O:3])[CH:5]=[CH:6][CH:7]=3)[N:12]=[CH:11][N:10]=2)=[CH:21][CH:20]=1. The catalyst class is: 2. (4) Product: [Br:51][C:48]1[CH:47]=[CH:46][C:45]([S:42]([NH:41][C:39]2[CH:40]=[C:35]([NH:34][C:11](=[O:13])[C@@H:9]([N:8]([CH3:14])[C:6](=[O:7])[O:5][C:2]([CH3:1])([CH3:3])[CH3:4])[CH3:10])[CH:36]=[CH:37][C:38]=2[O:52][CH3:53])(=[O:44])=[O:43])=[CH:50][CH:49]=1. The catalyst class is: 9. Reactant: [CH3:1][C:2]([O:5][C:6]([N:8]([CH3:14])[C@H:9]([C:11]([OH:13])=O)[CH3:10])=[O:7])([CH3:4])[CH3:3].ON1C2C=CC=CC=2N=N1.C(N(C(C)C)CC)(C)C.[NH2:34][C:35]1[CH:36]=[CH:37][C:38]([O:52][CH3:53])=[C:39]([NH:41][S:42]([C:45]2[CH:50]=[CH:49][C:48]([Br:51])=[CH:47][CH:46]=2)(=[O:44])=[O:43])[CH:40]=1.